From a dataset of Peptide-MHC class II binding affinity with 134,281 pairs from IEDB. Regression. Given a peptide amino acid sequence and an MHC pseudo amino acid sequence, predict their binding affinity value. This is MHC class II binding data. (1) The peptide sequence is FSLSMDHSKWGPHMS. The MHC is DRB1_0101 with pseudo-sequence DRB1_0101. The binding affinity (normalized) is 0.539. (2) The peptide sequence is SSYAATEVANAAAGQ. The MHC is HLA-DQA10501-DQB10201 with pseudo-sequence HLA-DQA10501-DQB10201. The binding affinity (normalized) is 0.325. (3) The peptide sequence is ELLDQSDVKEPGVSR. The MHC is DRB1_0401 with pseudo-sequence DRB1_0401. The binding affinity (normalized) is 0.326. (4) The peptide sequence is AAADAGTTVYGAFAA. The MHC is HLA-DPA10103-DPB10601 with pseudo-sequence HLA-DPA10103-DPB10601. The binding affinity (normalized) is 0.